This data is from Full USPTO retrosynthesis dataset with 1.9M reactions from patents (1976-2016). The task is: Predict the reactants needed to synthesize the given product. (1) Given the product [CH3:23][C:22]([CH3:25])([CH3:24])[C:4]([C:5]1[CH:6]=[CH:7][C:8]([C:11]2[CH:15]=[C:14]([C:16]([F:17])([F:18])[F:19])[O:13][N:12]=2)=[CH:9][CH:10]=1)=[O:20], predict the reactants needed to synthesize it. The reactants are: CON(C)[C:4](=[O:20])[C:5]1[CH:10]=[CH:9][C:8]([C:11]2[CH:15]=[C:14]([C:16]([F:19])([F:18])[F:17])[O:13][N:12]=2)=[CH:7][CH:6]=1.[C:22]([Mg]Br)([CH3:25])([CH3:24])[CH3:23]. (2) Given the product [OH:12][C:10]1[C:9]2[C:4](=[CH:5][CH:6]=[C:7]([CH3:25])[CH:8]=2)[N:3]=[C:2]([N:14]2[CH2:15][CH2:16][C:17](=[O:24])[C:18]3[CH:23]=[CH:22][CH:21]=[CH:20][C:19]=3[CH2:13]2)[N:11]=1, predict the reactants needed to synthesize it. The reactants are: Cl[C:2]1[NH:11][C:10](=[O:12])[C:9]2[C:4](=[CH:5][CH:6]=[CH:7][CH:8]=2)[N:3]=1.[CH2:13]1[C:19]2[CH:20]=[CH:21][CH:22]=[CH:23][C:18]=2[C:17](=[O:24])[CH2:16][CH2:15][NH:14]1.[CH2:25](N(CC)CC)C. (3) Given the product [C:1]([O:5][C:6](=[O:15])[C:7]([O:11][C:12](=[O:14])[CH3:13])([C:8](=[O:9])[CH3:10])[CH2:18][CH2:19][CH2:20][CH2:21][CH2:22][CH3:23])([CH3:2])([CH3:3])[CH3:4], predict the reactants needed to synthesize it. The reactants are: [C:1]([O:5][C:6](=[O:15])[CH:7]([O:11][C:12](=[O:14])[CH3:13])[C:8]([CH3:10])=[O:9])([CH3:4])([CH3:3])[CH3:2].[H-].[Na+].[CH2:18](Br)[CH2:19][CH2:20][CH2:21][CH2:22][CH3:23]. (4) Given the product [CH:44]1[CH:43]=[CH:42][C:41]([CH2:40][C@H:47]([C:48]([OH:50])=[O:49])[CH2:51][C:52]([N:54]2[CH2:55][C@H:56]3[C@H:61]([CH2:60][CH2:59][CH2:58][CH2:57]3)[CH2:62]2)=[O:53])=[CH:46][CH:45]=1, predict the reactants needed to synthesize it. The reactants are: CC(OC(N1[C@H](CP(C2C=CC=CC=2)C2C=CC=CC=2)C[C@H](P(C2C=CC=CC=2)C2C=CC=CC=2)C1)=O)(C)C.[CH:40](=[C:47]([CH2:51][C:52]([N:54]1[CH2:62][C@H:61]2[C@H:56]([CH2:57][CH2:58][CH2:59][CH2:60]2)[CH2:55]1)=[O:53])[C:48]([OH:50])=[O:49])[C:41]1[CH:46]=[CH:45][CH:44]=[CH:43][CH:42]=1. (5) Given the product [F:1][C:2]([F:7])([F:6])[C:3]([OH:5])=[O:4].[Cl:15][C:16]1[CH:17]=[N:18][C:19]2[NH:20][C:21]3[CH:22]=[CH:23][CH:24]=[C:25]([CH:46]=3)[CH2:26][CH2:27][C:28]3[CH:36]=[C:32]([NH:33][C:34]=1[N:35]=2)[CH:31]=[CH:30][C:29]=3[NH:37][C:38]([CH:40]1[CH2:45][CH2:44][N:43]([C:48]([NH:47][C:50]2[CH:55]=[CH:54][CH:53]=[CH:52][C:51]=2[S:56][CH3:57])=[O:49])[CH2:42][CH2:41]1)=[O:39], predict the reactants needed to synthesize it. The reactants are: [F:1][C:2]([F:7])([F:6])[C:3]([OH:5])=[O:4].FC(F)(F)C(O)=O.[Cl:15][C:16]1[CH:17]=[N:18][C:19]2[NH:20][C:21]3[CH:22]=[CH:23][CH:24]=[C:25]([CH:46]=3)[CH2:26][CH2:27][C:28]3[CH:36]=[C:32]([NH:33][C:34]=1[N:35]=2)[CH:31]=[CH:30][C:29]=3[NH:37][C:38]([CH:40]1[CH2:45][CH2:44][NH:43][CH2:42][CH2:41]1)=[O:39].[N:47]([C:50]1[CH:55]=[CH:54][CH:53]=[CH:52][C:51]=1[S:56][CH3:57])=[C:48]=[O:49].